From a dataset of TCR-epitope binding with 47,182 pairs between 192 epitopes and 23,139 TCRs. Binary Classification. Given a T-cell receptor sequence (or CDR3 region) and an epitope sequence, predict whether binding occurs between them. (1) The epitope is HTTDPSFLGRY. The TCR CDR3 sequence is CASSLPQDISVGWYNEQFF. Result: 1 (the TCR binds to the epitope). (2) The epitope is RLYYDSMSY. The TCR CDR3 sequence is CASSPERAQETQYF. Result: 1 (the TCR binds to the epitope).